From a dataset of Full USPTO retrosynthesis dataset with 1.9M reactions from patents (1976-2016). Predict the reactants needed to synthesize the given product. (1) The reactants are: [CH3:1][C:2]1[C:10]2[C:5](=[N:6][CH:7]=[CH:8][CH:9]=2)[NH:4][N:3]=1.CC([O-])=O.[Na+].[Br:16]Br.[OH-].[Na+]. Given the product [Br:16][C:8]1[CH:9]=[C:10]2[C:2]([CH3:1])=[N:3][NH:4][C:5]2=[N:6][CH:7]=1, predict the reactants needed to synthesize it. (2) Given the product [Cl:8][CH2:7][O:6][C:5](=[O:9])[O:4][CH2:1][CH2:2][CH2:10][CH3:11], predict the reactants needed to synthesize it. The reactants are: [CH:1]([O:4][C:5](=[O:9])[O:6][CH2:7][Cl:8])(C)[CH3:2].[CH2:10](O)[CH2:11]CC.